From a dataset of Full USPTO retrosynthesis dataset with 1.9M reactions from patents (1976-2016). Predict the reactants needed to synthesize the given product. (1) Given the product [C:15]1([NH:14][C:2]2[N:13]=[CH:12][CH:11]=[CH:10][C:3]=2[C:4]([NH:6][CH2:7][C:8]#[CH:9])=[O:5])[CH:20]=[CH:19][CH:18]=[CH:17][CH:16]=1, predict the reactants needed to synthesize it. The reactants are: Cl[C:2]1[N:13]=[CH:12][CH:11]=[CH:10][C:3]=1[C:4]([NH:6][CH2:7][C:8]#[CH:9])=[O:5].[NH2:14][C:15]1[CH:20]=[CH:19][CH:18]=[CH:17][CH:16]=1. (2) The reactants are: [C:1]([O:5][C:6](=[O:23])[NH:7][C@:8]1([C:16]2[CH:21]=[CH:20][CH:19]=[CH:18][C:17]=2[F:22])[C@H:12]([CH:13]=[O:14])[C@@H:11]([CH3:15])[O:10][CH2:9]1)([CH3:4])([CH3:3])[CH3:2].C[Si](C)(C)[C:26]([F:29])([F:28])[F:27].CCCC[N+](CCCC)(CCCC)CCCC.[F-]. Given the product [C:1]([O:5][C:6](=[O:23])[NH:7][C@:8]1([C:16]2[CH:21]=[CH:20][CH:19]=[CH:18][C:17]=2[F:22])[C@H:12]([CH:13]([OH:14])[C:26]([F:29])([F:28])[F:27])[C@@H:11]([CH3:15])[O:10][CH2:9]1)([CH3:2])([CH3:3])[CH3:4], predict the reactants needed to synthesize it.